Dataset: Catalyst prediction with 721,799 reactions and 888 catalyst types from USPTO. Task: Predict which catalyst facilitates the given reaction. (1) Product: [CH2:1]([O:8][C:9]1[CH:10]=[C:11]2[C:16](=[CH:17][CH:18]=1)[C:15](=[O:19])[N:14]([CH2:20][CH:21]([CH3:23])[CH3:22])[C:13]([CH2:24][NH:25][C:57](=[O:58])[O:59][C:60]([CH3:61])([CH3:62])[CH3:63])=[C:12]2[O:36][CH2:37][CH2:38][CH2:39][CH3:40])[C:2]1[CH:3]=[CH:4][CH:5]=[CH:6][CH:7]=1. Reactant: [CH2:1]([O:8][C:9]1[CH:10]=[C:11]2[C:16](=[CH:17][CH:18]=1)[C:15](=[O:19])[N:14]([CH2:20][CH:21]([CH3:23])[CH3:22])[C:13]([CH2:24][N:25]1C(=O)C3C(=CC=CC=3)C1=O)=[C:12]2[O:36][CH2:37][CH2:38][CH2:39][CH3:40])[C:2]1[CH:7]=[CH:6][CH:5]=[CH:4][CH:3]=1.O.NN.C(=O)([O-])O.[Na+].[C:57](O[C:57]([O:59][C:60]([CH3:63])([CH3:62])[CH3:61])=[O:58])([O:59][C:60]([CH3:63])([CH3:62])[CH3:61])=[O:58]. The catalyst class is: 40. (2) Reactant: [N:1](CCOCCON)=[N+:2]=[N-:3].[OH:11][C:12]([CH2:14][CH2:15][CH2:16][CH2:17][C@H:18]1[C@@H:26]2[C@@H:21]([NH:22][C:23]([NH:25]2)=[O:24])[CH2:20][S:19]1)=[O:13].CCN(C(C)C)C(C)C.C1CN([P+](ON2N=NC3C=CC=CC2=3)(N2CCCC2)N2CCCC2)CC1.F[P-](F)(F)(F)(F)F. Product: [N:1]([CH:14]([CH2:15][CH2:16][CH2:17][C@H:18]1[C@@H:26]2[C@@H:21]([NH:22][C:23]([NH:25]2)=[O:24])[CH2:20][S:19]1)[C:12](=[O:11])[OH:13])=[N+:2]=[N-:3]. The catalyst class is: 3.